Dataset: Forward reaction prediction with 1.9M reactions from USPTO patents (1976-2016). Task: Predict the product of the given reaction. (1) Given the reactants [Br:1][C:2]1[CH:3]=[CH:4][C:5]([N:8]2[CH2:13][CH2:12][CH:11]([CH2:14][OH:15])[CH2:10][CH2:9]2)=[N:6][CH:7]=1.C(N(CC)CC)C.[S:23](Cl)([CH3:26])(=[O:25])=[O:24].O, predict the reaction product. The product is: [CH3:26][S:23]([O:15][CH2:14][CH:11]1[CH2:10][CH2:9][N:8]([C:5]2[CH:4]=[CH:3][C:2]([Br:1])=[CH:7][N:6]=2)[CH2:13][CH2:12]1)(=[O:25])=[O:24]. (2) Given the reactants [CH3:1][CH:2]([C:6]([NH:8][CH:9]1[C:15](=[O:16])[N:14]([CH3:17])[C:13]2[CH:18]=[CH:19][CH:20]=[CH:21][C:12]=2[C:11]2[CH:22]=[CH:23][CH:24]=[CH:25][C:10]1=2)=[O:7])[C:3](O)=[O:4].[NH2:26][C:27]1[CH:32]=[CH:31][CH:30]=[CH:29][CH:28]=1.[B-](F)(F)(F)F.CN(C(ON1C(=O)C=CC=C1)=[N+](C)C)C.CC#N, predict the reaction product. The product is: [CH3:1][CH:2]([C:3]([NH:26][C:27]1[CH:32]=[CH:31][CH:30]=[CH:29][CH:28]=1)=[O:4])[C:6]([NH:8][CH:9]1[C:15](=[O:16])[N:14]([CH3:17])[C:13]2[CH:18]=[CH:19][CH:20]=[CH:21][C:12]=2[C:25]2[CH:24]=[CH:23][CH:22]=[CH:11][C:10]1=2)=[O:7]. (3) The product is: [CH3:1][C:2]1[CH:3]=[CH:4][C:5]([C:8]2[CH:9]=[C:10]([CH:15]=[C:16]([C:18]3[N:22]([CH3:23])[CH:21]=[N:20][N:19]=3)[CH:17]=2)[C:11]([OH:13])=[O:12])=[N:6][CH:7]=1. Given the reactants [CH3:1][C:2]1[CH:3]=[CH:4][C:5]([C:8]2[CH:9]=[C:10]([CH:15]=[C:16]([C:18]3[N:22]([CH3:23])[CH:21]=[N:20][N:19]=3)[CH:17]=2)[C:11]([O:13]C)=[O:12])=[N:6][CH:7]=1.[OH-].[Li+].Cl, predict the reaction product. (4) Given the reactants [Cl:1][C:2]1[CH:9]=[CH:8][C:7]([C:10]2[C:14]3[CH2:15][N:16]([S:19]([CH3:22])(=[O:21])=[O:20])[CH2:17][CH2:18][C:13]=3[N:12]([CH2:23][CH2:24][CH2:25][N:26]3[CH2:31][CH2:30][CH:29]([N:32]4[CH2:36][CH2:35][CH2:34][C:33]4=[O:37])[CH2:28][CH2:27]3)[N:11]=2)=[CH:6][C:3]=1[CH:4]=O.[NH2:38][C:39]1[CH:44]=[CH:43][CH:42]=[CH:41][CH:40]=1.CC(O)=O.[BH-](OC(C)=O)(OC(C)=O)OC(C)=O.[Na+], predict the reaction product. The product is: [Cl:1][C:2]1[CH:9]=[CH:8][C:7]([C:10]2[C:14]3[CH2:15][N:16]([S:19]([CH3:22])(=[O:20])=[O:21])[CH2:17][CH2:18][C:13]=3[N:12]([CH2:23][CH2:24][CH2:25][N:26]3[CH2:27][CH2:28][CH:29]([N:32]4[CH2:36][CH2:35][CH2:34][C:33]4=[O:37])[CH2:30][CH2:31]3)[N:11]=2)=[CH:6][C:3]=1[CH2:4][NH:38][C:39]1[CH:44]=[CH:43][CH:42]=[CH:41][CH:40]=1. (5) Given the reactants [C:1](=[S:3])=S.[NH2:4][CH2:5][CH2:6][CH:7]1[CH2:11][CH2:10][CH2:9][N:8]1[CH3:12].ClC(OCC)=O.C(=O)([O-])O.[Na+], predict the reaction product. The product is: [N:4]([CH2:5][CH2:6][CH:7]1[CH2:11][CH2:10][CH2:9][N:8]1[CH3:12])=[C:1]=[S:3]. (6) Given the reactants [NH2:1][CH2:2][C@:3]1([CH2:18][OH:19])[O:7][C@@H:6]([N:8]2[CH:16]=[C:14]([CH3:15])[C:12](=[O:13])[NH:11][C:9]2=[O:10])[CH2:5][C@@H:4]1[OH:17].C(N(CC)CC)C.[F:27][C:28]([F:35])([F:34])[C:29](OCC)=[O:30], predict the reaction product. The product is: [F:27][C:28]([F:35])([F:34])[C:29]([NH:1][CH2:2][C@:3]1([CH2:18][OH:19])[O:7][C@@H:6]([N:8]2[CH:16]=[C:14]([CH3:15])[C:12](=[O:13])[NH:11][C:9]2=[O:10])[CH2:5][C@@H:4]1[OH:17])=[O:30].